Dataset: Reaction yield outcomes from USPTO patents with 853,638 reactions. Task: Predict the reaction yield, written as a fraction of the theoretical maximum amount of product (1.0 means a 100% yield; for example, 0.34 means a 34% yield). (1) The reactants are [CH3:1][O:2][C:3]1[CH:8]=[C:7]([C:9]([CH3:16])([CH3:15])[C:10]([O:12]CC)=[O:11])[CH:6]=[CH:5][C:4]=1[C:17]1[CH:22]=[C:21]([CH2:23][O:24][CH3:25])[CH:20]=[CH:19][CH:18]=1.[OH-].[Na+]. The catalyst is CCO. The product is [CH3:1][O:2][C:3]1[CH:8]=[C:7]([C:9]([CH3:16])([CH3:15])[C:10]([OH:12])=[O:11])[CH:6]=[CH:5][C:4]=1[C:17]1[CH:22]=[C:21]([CH2:23][O:24][CH3:25])[CH:20]=[CH:19][CH:18]=1. The yield is 0.990. (2) The reactants are [O-]P([O-])([O-])=O.[K+].[K+].[K+].[CH2:9]([NH2:16])[C:10]1[CH:15]=[CH:14][CH:13]=[CH:12][CH:11]=1.I[C:18]1[CH:23]=[CH:22][CH:21]=[CH:20][C:19]=1[O:24][CH3:25].C(O)CO. The catalyst is [Cu]I.CCCCCC.C(OCC)(=O)C.C(O)CCC. The product is [CH3:25][O:24][C:19]1[CH:20]=[CH:21][CH:22]=[CH:23][C:18]=1[NH:16][CH2:9][C:10]1[CH:15]=[CH:14][CH:13]=[CH:12][CH:11]=1. The yield is 0.700. (3) The product is [CH3:1][C:2]1[CH:3]=[N:4][CH:5]=[C:6]([CH3:24])[C:7]=1[C:8]1[C:13]([CH3:14])=[CH:12][C:11]([N:44]=[C:31]([C:32]2[CH:37]=[CH:36][CH:35]=[CH:34][CH:33]=2)[C:38]2[CH:43]=[CH:42][CH:41]=[CH:40][CH:39]=2)=[CH:10][C:9]=1[CH3:23]. The reactants are [CH3:1][C:2]1[CH:3]=[N:4][CH:5]=[C:6]([CH3:24])[C:7]=1[C:8]1[C:13]([CH3:14])=[CH:12][C:11](OS(C(F)(F)F)(=O)=O)=[CH:10][C:9]=1[CH3:23].C([O-])([O-])=O.[Cs+].[Cs+].[C:31](=[NH:44])([C:38]1[CH:43]=[CH:42][CH:41]=[CH:40][CH:39]=1)[C:32]1[CH:37]=[CH:36][CH:35]=[CH:34][CH:33]=1. The yield is 0.977. The catalyst is C1COCC1.CC([O-])=O.CC([O-])=O.[Pd+2].C1C=CC(P(C2C(C3C(P(C4C=CC=CC=4)C4C=CC=CC=4)=CC=C4C=3C=CC=C4)=C3C(C=CC=C3)=CC=2)C2C=CC=CC=2)=CC=1. (4) The reactants are [NH2:1][C:2]1[C:10]([Cl:11])=[CH:9][C:5]([C:6]([OH:8])=O)=[C:4]([O:12][CH3:13])[CH:3]=1.CN1CCOCC1.ClC(OCC(C)C)=O.C(O)(=O)CC(CC(O)=O)(C(O)=O)O.[N:42]1([CH2:47][CH2:48][CH2:49][N:50]2[CH2:55][CH2:54][CH:53]([CH2:56][NH2:57])[CH2:52][CH2:51]2)[CH:46]=[CH:45][N:44]=[N:43]1. The catalyst is ClCCl.O.C(N(CC)CC)C. The product is [N:42]1([CH2:47][CH2:48][CH2:49][N:50]2[CH2:51][CH2:52][CH:53]([CH2:56][NH:57][C:6](=[O:8])[C:5]3[CH:9]=[C:10]([Cl:11])[C:2]([NH2:1])=[CH:3][C:4]=3[O:12][CH3:13])[CH2:54][CH2:55]2)[CH:46]=[CH:45][N:44]=[N:43]1. The yield is 0.880. (5) The reactants are [CH3:1][O:2][C:3]1[CH:4]=[C:5]([C:9]2[CH:17]=[CH:16][CH:15]=[C:14]3[C:10]=2[CH2:11][C:12](=[O:18])[NH:13]3)[CH:6]=[CH:7][CH:8]=1.[CH3:19][C:20]1[C:24]([C:25]([N:27]2[CH2:32][CH2:31][N:30]([CH3:33])[CH2:29][CH2:28]2)=[O:26])=[C:23]([CH3:34])[NH:22][C:21]=1[CH:35]=O. The catalyst is C(O)C.N1CCCCC1. The product is [CH3:19][C:20]1[C:24]([C:25]([N:27]2[CH2:28][CH2:29][N:30]([CH3:33])[CH2:31][CH2:32]2)=[O:26])=[C:23]([CH3:34])[NH:22][C:21]=1[CH:35]=[C:11]1[C:10]2[C:14](=[CH:15][CH:16]=[CH:17][C:9]=2[C:5]2[CH:6]=[CH:7][CH:8]=[C:3]([O:2][CH3:1])[CH:4]=2)[NH:13][C:12]1=[O:18]. The yield is 0.530. (6) The reactants are [SH:1][C:2]1[N:7]=[C:6]2[CH2:8][CH2:9][CH2:10][CH2:11][CH2:12][C:5]2=[CH:4][C:3]=1[C:13]#[N:14].Br[CH2:16][C:17]([NH:19][C:20]1[S:21][C:22]([C:25]2[CH:30]=[CH:29][CH:28]=[CH:27][CH:26]=2)=[N:23][N:24]=1)=[O:18].[O-]CC.[Na+]. The catalyst is CCO. The product is [NH2:14][C:13]1[C:3]2[CH:4]=[C:5]3[CH2:12][CH2:11][CH2:10][CH2:9][CH2:8][C:6]3=[N:7][C:2]=2[S:1][C:16]=1[C:17]([NH:19][C:20]1[S:21][C:22]([C:25]2[CH:30]=[CH:29][CH:28]=[CH:27][CH:26]=2)=[N:23][N:24]=1)=[O:18]. The yield is 0.780. (7) The reactants are [CH3:1][O:2][C:3]1[CH:4]=[C:5]([CH:28]=[C:29]([O:33][CH3:34])[C:30]=1[O:31][CH3:32])[C:6]([C:8]1[N:9]=[C:10]([C:13]2[CH:27]=[CH:26][C:16]([CH2:17][NH:18][C:19](=[O:25])[O:20][C:21]([CH3:24])([CH3:23])[CH3:22])=[CH:15][CH:14]=2)[S:11][CH:12]=1)=[O:7].[H-].[Na+].I[CH3:38]. The catalyst is CN(C=O)C. The product is [CH3:38][N:18]([CH2:17][C:16]1[CH:15]=[CH:14][C:13]([C:10]2[S:11][CH:12]=[C:8]([C:6](=[O:7])[C:5]3[CH:4]=[C:3]([O:2][CH3:1])[C:30]([O:31][CH3:32])=[C:29]([O:33][CH3:34])[CH:28]=3)[N:9]=2)=[CH:27][CH:26]=1)[C:19](=[O:25])[O:20][C:21]([CH3:24])([CH3:23])[CH3:22]. The yield is 0.613.